Regression. Given a peptide amino acid sequence and an MHC pseudo amino acid sequence, predict their binding affinity value. This is MHC class I binding data. From a dataset of Peptide-MHC class I binding affinity with 185,985 pairs from IEDB/IMGT. (1) The peptide sequence is RPVFARLPF. The MHC is HLA-B15:09 with pseudo-sequence HLA-B15:09. The binding affinity (normalized) is 0.0847. (2) The peptide sequence is VHDTNATKL. The MHC is HLA-B08:03 with pseudo-sequence HLA-B08:03. The binding affinity (normalized) is 0.0847.